Dataset: Forward reaction prediction with 1.9M reactions from USPTO patents (1976-2016). Task: Predict the product of the given reaction. (1) Given the reactants [N:1]1[C:6]2[CH2:7][S:8][CH2:9][C:5]=2[C:4](O)=[N:3][CH:2]=1.CCN(C(C)C)C(C)C.O=P(Cl)(Cl)[Cl:22], predict the reaction product. The product is: [Cl:22][C:4]1[C:5]2[CH2:9][S:8][CH2:7][C:6]=2[N:1]=[CH:2][N:3]=1. (2) Given the reactants [CH2:1]([CH:5]1[CH2:14][C:13]2[C:8](=[CH:9][CH:10]=[CH:11][CH:12]=2)[CH2:7][NH:6]1)[CH:2]([CH3:4])[CH3:3].[F:15][C:16]([F:21])([F:20])[C:17](O)=[O:18], predict the reaction product. The product is: [CH2:1]([CH:5]1[CH2:14][C:13]2[C:8](=[CH:9][CH:10]=[CH:11][CH:12]=2)[CH2:7][N:6]1[C:17](=[O:18])[C:16]([F:21])([F:20])[F:15])[CH:2]([CH3:4])[CH3:3]. (3) Given the reactants [F:1][C:2]1[CH:20]=[C:19]([F:21])[CH:18]=[CH:17][C:3]=1[O:4][C:5]1[CH:6]=[CH:7][C:8]([N+:14]([O-:16])=[O:15])=[C:9]([CH:13]=1)[C:10](O)=[O:11].S(Cl)(Cl)=O.C[N:27](C=O)C, predict the reaction product. The product is: [F:1][C:2]1[CH:20]=[C:19]([F:21])[CH:18]=[CH:17][C:3]=1[O:4][C:5]1[CH:6]=[CH:7][C:8]([N+:14]([O-:16])=[O:15])=[C:9]([CH:13]=1)[C:10]([NH2:27])=[O:11].